This data is from NCI-60 drug combinations with 297,098 pairs across 59 cell lines. The task is: Regression. Given two drug SMILES strings and cell line genomic features, predict the synergy score measuring deviation from expected non-interaction effect. (1) Synergy scores: CSS=17.9, Synergy_ZIP=-4.67, Synergy_Bliss=-0.631, Synergy_Loewe=0.843, Synergy_HSA=1.06. Drug 2: CC12CCC3C(C1CCC2O)C(CC4=C3C=CC(=C4)O)CCCCCCCCCS(=O)CCCC(C(F)(F)F)(F)F. Drug 1: C1CCC(CC1)NC(=O)N(CCCl)N=O. Cell line: RXF 393. (2) Drug 1: C1CC(C1)(C(=O)O)C(=O)O.[NH2-].[NH2-].[Pt+2]. Drug 2: CC=C1C(=O)NC(C(=O)OC2CC(=O)NC(C(=O)NC(CSSCCC=C2)C(=O)N1)C(C)C)C(C)C. Cell line: DU-145. Synergy scores: CSS=29.2, Synergy_ZIP=2.56, Synergy_Bliss=0.991, Synergy_Loewe=-21.2, Synergy_HSA=2.05. (3) Drug 1: C1=C(C(=O)NC(=O)N1)F. Drug 2: CC1=C(C(=O)C2=C(C1=O)N3CC4C(C3(C2COC(=O)N)OC)N4)N. Cell line: HCC-2998. Synergy scores: CSS=37.9, Synergy_ZIP=-17.7, Synergy_Bliss=-24.0, Synergy_Loewe=-11.3, Synergy_HSA=-11.2. (4) Drug 1: C1CCC(CC1)NC(=O)N(CCCl)N=O. Cell line: CAKI-1. Synergy scores: CSS=20.8, Synergy_ZIP=-9.36, Synergy_Bliss=-9.78, Synergy_Loewe=-7.08, Synergy_HSA=-7.23. Drug 2: C1C(C(OC1N2C=NC3=C(N=C(N=C32)Cl)N)CO)O.